Dataset: Reaction yield outcomes from USPTO patents with 853,638 reactions. Task: Predict the reaction yield, written as a fraction of the theoretical maximum amount of product (1.0 means a 100% yield; for example, 0.34 means a 34% yield). (1) The reactants are [Br:1][C:2]1[C:3]([CH3:18])=[C:4]([CH:13]=[C:14]([CH3:17])[C:15]=1[CH3:16])[O:5][C:6]([CH3:12])([CH3:11])[C:7]([O:9]C)=[O:8]. The catalyst is CCCCCC. The product is [Br:1][C:2]1[C:3]([CH3:18])=[C:4]([CH:13]=[C:14]([CH3:17])[C:15]=1[CH3:16])[O:5][C:6]([CH3:12])([CH3:11])[C:7]([OH:9])=[O:8]. The yield is 0.970. (2) The reactants are [NH2:1][C:2]1[CH:3]=[C:4]([CH:24]=[CH:25][CH:26]=1)[O:5][C:6]1[CH:7]=[CH:8][C:9]2[N:10]([CH:12]=[C:13]([NH:15][C:16]([CH:18]3[CH2:23][CH2:22][O:21][CH2:20][CH2:19]3)=[O:17])[N:14]=2)[N:11]=1.C(N(CC)CC)C.[CH3:34][N:35]1[C:39]([C:40](Cl)=[O:41])=[CH:38][C:37]([CH3:43])=[N:36]1. The catalyst is O1CCCC1. The yield is 0.270. The product is [CH3:34][N:35]1[C:39]([C:40]([NH:1][C:2]2[CH:26]=[CH:25][CH:24]=[C:4]([O:5][C:6]3[CH:7]=[CH:8][C:9]4[N:10]([CH:12]=[C:13]([NH:15][C:16]([CH:18]5[CH2:19][CH2:20][O:21][CH2:22][CH2:23]5)=[O:17])[N:14]=4)[N:11]=3)[CH:3]=2)=[O:41])=[CH:38][C:37]([CH3:43])=[N:36]1. (3) The reactants are [NH2:1][C:2]1[CH:7]=[C:6]([O:8]C)[CH:5]=[CH:4][C:3]=1[C:10]1[O:11][C:12]2[C:17]([C:18](=[O:20])[CH:19]=1)=[CH:16][CH:15]=[CH:14][CH:13]=2.I.C(O)(=O)C. The catalyst is O. The product is [NH2:1][C:2]1[CH:7]=[C:6]([OH:8])[CH:5]=[CH:4][C:3]=1[C:10]1[O:11][C:12]2[C:17]([C:18](=[O:20])[CH:19]=1)=[CH:16][CH:15]=[CH:14][CH:13]=2. The yield is 0.490. (4) The reactants are [H-].[H-].[H-].[H-].[Li+].[Al+3].[CH3:7][N:8]1[CH2:13][CH2:12][N:11]([C:14](=O)[CH2:15][CH2:16][C:17]2[C:25]3[C:24](=O)[CH2:23][CH2:22][CH2:21][C:20]=3[NH:19][CH:18]=2)[CH2:10][CH2:9]1.O. The catalyst is C1COCC1.[OH-].[Na+]. The product is [CH3:7][N:8]1[CH2:9][CH2:10][N:11]([CH2:14][CH2:15][CH2:16][C:17]2[C:25]3[CH2:24][CH2:23][CH2:22][CH2:21][C:20]=3[NH:19][CH:18]=2)[CH2:12][CH2:13]1. The yield is 1.00. (5) The reactants are [NH:1]1[C:9]2[C:4](=[CH:5][CH:6]=[CH:7][CH:8]=2)[CH2:3][CH:2]1[C:10]1[C:18]2[C:13](=[CH:14][CH:15]=[CH:16][CH:17]=2)[NH:12][CH:11]=1. The catalyst is C1(C)C=CC=CC=1.[Pd]. The product is [NH:1]1[C:9]2[C:4](=[CH:5][CH:6]=[CH:7][CH:8]=2)[CH:3]=[C:2]1[C:10]1[C:18]2[C:13](=[CH:14][CH:15]=[CH:16][CH:17]=2)[NH:12][CH:11]=1. The yield is 0.570. (6) The reactants are Br[Zn][CH2:3][C:4]([O:6][CH2:7][CH3:8])=[O:5].[C:9]([C:12]1[CH:17]=[CH:16][CH:15]=[CH:14][CH:13]=1)(=[O:11])[CH3:10].Cl.C(OCC)(=O)C. The catalyst is C1COCC1. The product is [OH:11][C:9]([C:12]1[CH:17]=[CH:16][CH:15]=[CH:14][CH:13]=1)([CH3:10])[CH2:3][C:4]([O:6][CH2:7][CH3:8])=[O:5]. The yield is 0.960. (7) The product is [CH3:26][C:16]1([CH2:15][OH:14])[O:17][CH2:18][C:19]2([O:20][CH2:21][CH2:22][O:23]2)[CH2:24][O:25]1. The catalyst is CO. The reactants are C1COCC1.C([O:14][CH2:15][C:16]1([CH3:26])[O:25][CH2:24][C:19]2([O:23][CH2:22][CH2:21][O:20]2)[CH2:18][O:17]1)(=O)C1C=CC=CC=1.[OH-].[Na+]. The yield is 0.900. (8) The reactants are Cl.[CH:2]1([C:5](=[O:33])[CH:6]([N:14]2[CH2:19][CH2:18][CH:17]([SH:20])/[C:16](=[CH:21]/[C:22]3[CH:26]=[CH:25][N:24]([CH2:27][C:28]([O:30][CH2:31][CH3:32])=[O:29])[N:23]=3)/[CH2:15]2)[C:7]2[CH:12]=[CH:11][CH:10]=[CH:9][C:8]=2[F:13])[CH2:4][CH2:3]1.[C:34]([Cl:37])(=[O:36])[CH3:35].C(N(CC)CC)C.Cl. The catalyst is ClCCl.O1CCOCC1. The product is [ClH:37].[C:34]([S:20][CH:17]1[CH2:18][CH2:19][N:14]([CH:6]([C:7]2[CH:12]=[CH:11][CH:10]=[CH:9][C:8]=2[F:13])[C:5]([CH:2]2[CH2:4][CH2:3]2)=[O:33])[CH2:15]/[C:16]/1=[CH:21]\[C:22]1[CH:26]=[CH:25][N:24]([CH2:27][C:28]([O:30][CH2:31][CH3:32])=[O:29])[N:23]=1)(=[O:36])[CH3:35]. The yield is 0.460.